From a dataset of Full USPTO retrosynthesis dataset with 1.9M reactions from patents (1976-2016). Predict the reactants needed to synthesize the given product. (1) The reactants are: Br[CH2:2][C:3]#[N:4].[NH2:5][C:6]([NH:8][C:9]1[C:10]([C:30]([NH2:32])=[O:31])=[N:11][N:12]([C:14]2[CH:19]=[CH:18][C:17]([C:20]3[CH:25]=[CH:24][CH:23]=[C:22]([OH:26])[CH:21]=3)=[C:16]([O:27][CH2:28][CH3:29])[CH:15]=2)[CH:13]=1)=[O:7].C([O-])([O-])=O.[Cs+].[Cs+]. Given the product [NH2:5][C:6]([NH:8][C:9]1[C:10]([C:30]([NH2:32])=[O:31])=[N:11][N:12]([C:14]2[CH:19]=[CH:18][C:17]([C:20]3[CH:25]=[CH:24][CH:23]=[C:22]([O:26][CH2:2][C:3]#[N:4])[CH:21]=3)=[C:16]([O:27][CH2:28][CH3:29])[CH:15]=2)[CH:13]=1)=[O:7], predict the reactants needed to synthesize it. (2) Given the product [OH:24][C:23]1[C:22]([C:16]2[CH:17]=[CH:18][C:19]([O:20][CH3:21])=[C:14]([O:13][CH3:12])[CH:15]=2)=[C:4]([C:2]([OH:28])=[O:3])[C:6]2[C:11](=[CH:10][CH:9]=[CH:8][CH:7]=2)[N:1]=1, predict the reactants needed to synthesize it. The reactants are: [NH:1]1[C:11]2[C:6](=[CH:7][CH:8]=[CH:9][CH:10]=2)[C:4](=O)[C:2]1=[O:3].[CH3:12][O:13][C:14]1[CH:15]=[C:16]([CH2:22][C:23](O)=[O:24])[CH:17]=[CH:18][C:19]=1[O:20][CH3:21].C([O-])(=[O:28])C.[Na+]. (3) Given the product [CH3:1][O:2][C:3](=[O:18])[C:4]1[CH:9]=[CH:8][C:7]([CH:10]([O:17][C:54]2[CH:55]=[CH:56][C:51]([Br:50])=[CH:52][CH:53]=2)[CH2:11][CH2:12][CH2:13][CH2:14][CH2:15][CH3:16])=[CH:6][CH:5]=1, predict the reactants needed to synthesize it. The reactants are: [CH3:1][O:2][C:3](=[O:18])[C:4]1[CH:9]=[CH:8][C:7]([CH:10]([OH:17])[CH2:11][CH2:12][CH2:13][CH2:14][CH2:15][CH3:16])=[CH:6][CH:5]=1.N(C(N1CCCCC1)=O)=NC(N1CCCCC1)=O.C(P(CCCC)CCCC)CCC.[Br:50][C:51]1[C:56](C)=[CH:55][C:54](O)=[CH:53][C:52]=1C. (4) Given the product [CH3:14][O:1][C:2]1[CH:11]=[CH:10][C:5]2[C:6]([CH3:9])=[N:7][O:8][C:4]=2[C:3]=1[CH:12]=[O:13], predict the reactants needed to synthesize it. The reactants are: [OH:1][C:2]1[CH:11]=[CH:10][C:5]2[C:6]([CH3:9])=[N:7][O:8][C:4]=2[C:3]=1[CH:12]=[O:13].[C:14]([O-])([O-])=O.[K+].[K+].S(OC)(OC)(=O)=O.